From a dataset of Forward reaction prediction with 1.9M reactions from USPTO patents (1976-2016). Predict the product of the given reaction. (1) Given the reactants [CH:1]1([C:4]2[N:8]=[C:7]([C:9]3[N:10]=[CH:11][N:12]4[C:18]=3[CH2:17][N:16](CC3C=CC(OC)=CC=3OC)[C:15](=[O:30])[C:14]3[CH:31]=[C:32]([Br:35])[CH:33]=[CH:34][C:13]4=3)[O:6][N:5]=2)[CH2:3][CH2:2]1.FC(F)(F)S(O)(=O)=O, predict the reaction product. The product is: [CH:1]1([C:4]2[N:8]=[C:7]([C:9]3[N:10]=[CH:11][N:12]4[C:18]=3[CH2:17][NH:16][C:15](=[O:30])[C:14]3[CH:31]=[C:32]([Br:35])[CH:33]=[CH:34][C:13]4=3)[O:6][N:5]=2)[CH2:3][CH2:2]1. (2) Given the reactants COC1C=C(OC)C=CC=1C[O:6][NH:7][C:8](=[O:26])[CH2:9][CH2:10][CH2:11][CH2:12][CH2:13][NH:14][C:15]([NH:17][C:18](=[O:25])[C:19]1[CH:24]=[CH:23][CH:22]=[CH:21][CH:20]=1)=[S:16].C([SiH](CC)CC)C.C(O)(C(F)(F)F)=O, predict the reaction product. The product is: [OH:6][NH:7][C:8](=[O:26])[CH2:9][CH2:10][CH2:11][CH2:12][CH2:13][NH:14][C:15]([NH:17][C:18](=[O:25])[C:19]1[CH:20]=[CH:21][CH:22]=[CH:23][CH:24]=1)=[S:16]. (3) The product is: [Cl:1][C:2]1[CH:7]=[CH:6][C:5]([CH:8]([CH:10]2[CH2:15][CH2:14][O:13][CH2:12][CH2:11]2)[N:38]2[C:46]3[CH:45]=[C:44]([C:47]([O:49][CH3:50])=[O:48])[CH:43]=[CH:42][C:41]=3[C:40]3[N:51]=[CH:52][C:53]([C:55]4[N:59]([CH3:60])[N:58]=[N:57][C:56]=4[CH3:61])=[CH:54][C:39]2=3)=[CH:4][CH:3]=1. Given the reactants [Cl:1][C:2]1[CH:7]=[CH:6][C:5]([CH:8]([CH:10]2[CH2:15][CH2:14][O:13][CH2:12][CH2:11]2)O)=[CH:4][CH:3]=1.O.C(#N)C.C(O)(C(F)(F)F)=O.C1(CC([N:38]2[C:46]3[CH:45]=[C:44]([C:47]([O:49][CH3:50])=[O:48])[CH:43]=[CH:42][C:41]=3[C:40]3[N:51]=[CH:52][C:53]([C:55]4[N:59]([CH3:60])[N:58]=[N:57][C:56]=4[CH3:61])=[CH:54][C:39]2=3)C2CCOCC2)CC1, predict the reaction product. (4) The product is: [CH2:1]([O:4][C:5]1[CH:12]=[CH:11][C:8]([CH2:9][NH:17][C:16]2[CH:18]=[CH:19][CH:20]=[C:21]([N+:22]([O-:24])=[O:23])[C:15]=2[CH3:14])=[C:7]([F:13])[CH:6]=1)[CH:2]=[CH2:3]. Given the reactants [CH2:1]([O:4][C:5]1[CH:12]=[CH:11][C:8]([CH:9]=O)=[C:7]([F:13])[CH:6]=1)[CH:2]=[CH2:3].[CH3:14][C:15]1[C:21]([N+:22]([O-:24])=[O:23])=[CH:20][CH:19]=[CH:18][C:16]=1[NH2:17], predict the reaction product. (5) Given the reactants [NH2:1][C@@H:2]1[C:8](=[O:9])[N:7]([CH3:10])[C:6]2[CH:11]=[CH:12][CH:13]=[CH:14][C:5]=2[C:4]2[CH:15]=[CH:16][CH:17]=[CH:18][C:3]1=2.[CH3:19][O:20][CH:21]([C:25]([NH:27][CH2:28][C:29]([F:35])([F:34])[C:30]([F:33])([F:32])[F:31])=[O:26])[C:22](O)=[O:23], predict the reaction product. The product is: [CH3:19][O:20][CH:21]([C:25]([NH:27][CH2:28][C:29]([F:34])([F:35])[C:30]([F:31])([F:32])[F:33])=[O:26])[C:22]([NH:1][C@@H:2]1[C:8](=[O:9])[N:7]([CH3:10])[C:6]2[CH:11]=[CH:12][CH:13]=[CH:14][C:5]=2[C:4]2[CH:15]=[CH:16][CH:17]=[CH:18][C:3]1=2)=[O:23]. (6) Given the reactants [H-].[Na+].[CH3:3][O:4][C:5]1[CH:21]=[CH:20][C:8]([CH2:9][N:10]2[C:14]3[N:15]=[CH:16][CH:17]=[C:18](O)[C:13]=3[CH:12]=[N:11]2)=[CH:7][CH:6]=1.FC(F)(F)S(N(C1C=CC=CC=1)S(C(F)(F)F)(=O)=O)(=O)=O.[N:43]1([C:49]([O:51][C:52]([CH3:55])([CH3:54])[CH3:53])=[O:50])[CH2:48][CH2:47][NH:46][CH2:45][CH2:44]1.[NH4+].[Cl-], predict the reaction product. The product is: [CH3:3][O:4][C:5]1[CH:21]=[CH:20][C:8]([CH2:9][N:10]2[C:14]3=[N:15][CH:16]=[CH:17][C:18]([N:46]4[CH2:45][CH2:44][N:43]([C:49]([O:51][C:52]([CH3:55])([CH3:54])[CH3:53])=[O:50])[CH2:48][CH2:47]4)=[C:13]3[CH:12]=[N:11]2)=[CH:7][CH:6]=1. (7) Given the reactants CN(C=O)C.[Cl:6][C:7]1[C:12]([OH:13])=[CH:11][C:10]([F:14])=[CH:9][N:8]=1.[OH-].[Na+].[CH3:17][O:18][CH2:19]Cl, predict the reaction product. The product is: [Cl:6][C:7]1[C:12]([O:13][CH2:17][O:18][CH3:19])=[CH:11][C:10]([F:14])=[CH:9][N:8]=1. (8) Given the reactants [F:1][C:2]1[CH:3]=[C:4]([NH:10][C:11]2[N:16]=[CH:15][C:14]([C@H:17]([N:19]3[CH2:24][CH2:23][N:22](C(OC(C)(C)C)=O)[CH2:21][CH2:20]3)[CH3:18])=[CH:13][C:12]=2[C:32]2[N:40]=[C:39]([CH3:41])[N:38]=[C:37]3[C:33]=2[N:34]=[CH:35][N:36]3C2CCCCO2)[CH:5]=[N:6][C:7]=1[O:8][CH3:9].FC(F)(F)C(O)=O.F[C:56](F)(F)[S:57](O)(=[O:59])=[O:58].CS(Cl)(=O)=O, predict the reaction product. The product is: [F:1][C:2]1[CH:3]=[C:4]([NH:10][C:11]2[C:12]([C:32]3[N:40]=[C:39]([CH3:41])[N:38]=[C:37]4[C:33]=3[N:34]=[CH:35][NH:36]4)=[CH:13][C:14]([C@H:17]([N:19]3[CH2:24][CH2:23][N:22]([S:57]([CH3:56])(=[O:59])=[O:58])[CH2:21][CH2:20]3)[CH3:18])=[CH:15][N:16]=2)[CH:5]=[N:6][C:7]=1[O:8][CH3:9]. (9) Given the reactants [CH3:1][C:2]([CH2:4]O)=O.[CH3:6][C:7]1[CH:13]=[C:12]([CH3:14])[CH:11]=[C:10]([CH3:15])[C:8]=1[NH2:9].O.C1(C)C=CC(S(O)(=O)=O)=CC=1.[C:28]([CH2:30][C:31]([O:33][CH2:34][CH3:35])=[O:32])#[N:29], predict the reaction product. The product is: [NH2:29][C:28]1[N:9]([C:8]2[C:10]([CH3:15])=[CH:11][C:12]([CH3:14])=[CH:13][C:7]=2[CH3:6])[C:2]([CH3:4])=[CH:1][C:30]=1[C:31]([O:33][CH2:34][CH3:35])=[O:32].